From a dataset of NCI-60 drug combinations with 297,098 pairs across 59 cell lines. Regression. Given two drug SMILES strings and cell line genomic features, predict the synergy score measuring deviation from expected non-interaction effect. (1) Drug 1: CC1=C(C(CCC1)(C)C)C=CC(=CC=CC(=CC(=O)O)C)C. Drug 2: CCN(CC)CCNC(=O)C1=C(NC(=C1C)C=C2C3=C(C=CC(=C3)F)NC2=O)C. Cell line: OVCAR-4. Synergy scores: CSS=-0.144, Synergy_ZIP=1.14, Synergy_Bliss=1.59, Synergy_Loewe=-1.54, Synergy_HSA=-1.80. (2) Drug 1: C(CC(=O)O)C(=O)CN.Cl. Drug 2: C1=CN(C=N1)CC(O)(P(=O)(O)O)P(=O)(O)O. Cell line: CCRF-CEM. Synergy scores: CSS=17.5, Synergy_ZIP=-2.07, Synergy_Bliss=-2.61, Synergy_Loewe=2.82, Synergy_HSA=1.50. (3) Drug 1: C1=NNC2=C1C(=O)NC=N2. Drug 2: CC1CCCC2(C(O2)CC(NC(=O)CC(C(C(=O)C(C1O)C)(C)C)O)C(=CC3=CSC(=N3)C)C)C. Cell line: SNB-75. Synergy scores: CSS=37.7, Synergy_ZIP=1.19, Synergy_Bliss=1.43, Synergy_Loewe=-34.5, Synergy_HSA=0.978.